From a dataset of Reaction yield outcomes from USPTO patents with 853,638 reactions. Predict the reaction yield, written as a fraction of the theoretical maximum amount of product (1.0 means a 100% yield; for example, 0.34 means a 34% yield). (1) The reactants are [NH:1]([C:8]1[N:13]=[C:12]([CH:14]=O)[CH:11]=[CH:10][N:9]=1)[C:2]1[CH:7]=[CH:6][CH:5]=[CH:4][CH:3]=1.Cl.[NH2:17][CH2:18][CH2:19][CH2:20][CH2:21][C:22]([O:24]C)=O. No catalyst specified. The product is [NH:1]([C:8]1[N:13]=[C:12]([CH2:14][N:17]2[CH2:18][CH2:19][CH2:20][CH2:21][C:22]2=[O:24])[CH:11]=[CH:10][N:9]=1)[C:2]1[CH:3]=[CH:4][CH:5]=[CH:6][CH:7]=1. The yield is 0.510. (2) The reactants are [NH2:1][C:2]1[N:7]=[C:6](/[C:8](=[C:11]2\[NH:12][C:13]3[CH:21]=[CH:20][CH:19]=[CH:18][C:14]=3[N:15]\2[CH2:16][CH3:17])/[C:9]#[N:10])[C:5]([CH3:22])=[CH:4][N:3]=1.[CH3:23][N:24]1[CH2:29][CH2:28][O:27][CH:26]([C:30](O)=[O:31])[CH2:25]1. No catalyst specified. The product is [C:9](/[C:8](=[C:11]1/[NH:12][C:13]2[CH:21]=[CH:20][CH:19]=[CH:18][C:14]=2[N:15]/1[CH2:16][CH3:17])/[C:6]1[C:5]([CH3:22])=[CH:4][N:3]=[C:2]([NH:1][C:30]([CH:26]2[O:27][CH2:28][CH2:29][N:24]([CH3:23])[CH2:25]2)=[O:31])[N:7]=1)#[N:10]. The yield is 0.820. (3) The reactants are O[CH2:2][CH2:3][CH2:4][C:5]1[CH:10]=[CH:9][C:8]([OH:11])=[CH:7][CH:6]=1.[BrH:12]. The catalyst is O. The product is [Br:12][CH2:2][CH2:3][CH2:4][C:5]1[CH:10]=[CH:9][C:8]([OH:11])=[CH:7][CH:6]=1. The yield is 0.920. (4) The reactants are C(OC(=O)[NH:7][CH:8]([C:12]([N:14]1[CH2:18][CH2:17][CH2:16][CH:15]1[CH2:19][O:20][CH2:21][C:22]1[CH:27]=[CH:26][CH:25]=[CH:24][CH:23]=1)=[O:13])[CH:9]([CH3:11])[CH3:10])(C)(C)C.C(O)(C(F)(F)F)=O. The catalyst is C(Cl)Cl. The product is [NH2:7][CH:8]([CH:9]([CH3:11])[CH3:10])[C:12]([N:14]1[CH2:18][CH2:17][CH2:16][CH:15]1[CH2:19][O:20][CH2:21][C:22]1[CH:27]=[CH:26][CH:25]=[CH:24][CH:23]=1)=[O:13]. The yield is 0.870. (5) The reactants are [C:1]([C:3]1[CH:4]=[C:5]([S:9]([NH:12][C:13]2[C:22]([NH:23][C:24]3[CH:29]=[C:28]([O:30][CH3:31])[CH:27]=[C:26]([O:32][CH3:33])[CH:25]=3)=[N:21][C:20]3[C:15](=[CH:16][CH:17]=[CH:18][CH:19]=3)[N:14]=2)(=[O:11])=[O:10])[CH:6]=[CH:7][CH:8]=1)#[N:2].[N-:34]=[N+:35]=[N-:36].[Na+].[Cl-].[NH4+].Cl. The catalyst is CN(C)C=O. The product is [CH3:31][O:30][C:28]1[CH:29]=[C:24]([NH:23][C:22]2[C:13]([NH:12][S:9]([C:5]3[CH:6]=[CH:7][CH:8]=[C:3]([C:1]4[N:34]=[N:35][NH:36][N:2]=4)[CH:4]=3)(=[O:10])=[O:11])=[N:14][C:15]3[C:20]([N:21]=2)=[CH:19][CH:18]=[CH:17][CH:16]=3)[CH:25]=[C:26]([O:32][CH3:33])[CH:27]=1. The yield is 0.250.